Task: Predict which catalyst facilitates the given reaction.. Dataset: Catalyst prediction with 721,799 reactions and 888 catalyst types from USPTO (1) Reactant: [OH:1][C:2]([CH3:21])([CH3:20])[CH2:3][NH:4][C:5]([C:7]1[S:8][CH:9]=[C:10]([C:12]([N:14]2[CH2:18][CH2:17][CH2:16][C@@H:15]2[CH3:19])=[O:13])[N:11]=1)=[O:6].Br[C:23]1[C:24]([C:39]([F:42])([F:41])[F:40])=[CH:25][C:26]([C:29]([OH:38])([C:34]([F:37])([F:36])[F:35])[C:30]([F:33])([F:32])[F:31])=[N:27][CH:28]=1.C1(P(C2CCCCC2)C2C=CC=CC=2C2C(OC(C)C)=CC=CC=2OC(C)C)CCCCC1.C(O)(=O)C(C)(C)C.C([O-])([O-])=O.[K+].[K+].C(#N)CCC. Product: [F:37][C:34]([F:35])([F:36])[C:29]([C:26]1[N:27]=[CH:28][C:23]([C:9]2[S:8][C:7]([C:5]([NH:4][CH2:3][C:2]([OH:1])([CH3:20])[CH3:21])=[O:6])=[N:11][C:10]=2[C:12]([N:14]2[CH2:18][CH2:17][CH2:16][C@@H:15]2[CH3:19])=[O:13])=[C:24]([C:39]([F:40])([F:41])[F:42])[CH:25]=1)([OH:38])[C:30]([F:33])([F:32])[F:31]. The catalyst class is: 318. (2) Reactant: COC1C=CC(C[N:8]2[C:12]3=[N:13][CH:14]=[C:15]([C:17]4[CH:18]=[C:19]([S:23]([N:26]([CH3:28])[CH3:27])(=[O:25])=[O:24])[CH:20]=[CH:21][CH:22]=4)[CH:16]=[C:11]3[C:10]([CH3:29])=[N:9]2)=CC=1.FC(F)(F)C(O)=O. Product: [CH3:27][N:26]([CH3:28])[S:23]([C:19]1[CH:20]=[CH:21][CH:22]=[C:17]([C:15]2[CH:16]=[C:11]3[C:10]([CH3:29])=[N:9][NH:8][C:12]3=[N:13][CH:14]=2)[CH:18]=1)(=[O:24])=[O:25]. The catalyst class is: 22. (3) Reactant: Br[C:2]1[CH:7]=[CH:6][C:5]([C:8]2[N:9]([C:18]3[CH:23]=[CH:22][C:21]([O:24][CH3:25])=[CH:20][CH:19]=3)[CH:10]=[CH:11][C:12]=2[C:13]([O:15][CH2:16][CH3:17])=[O:14])=[C:4]([CH3:26])[CH:3]=1.[C:27]([Cu])#[N:28].[OH2:30]. Product: [C:27]([C:2]1[CH:7]=[CH:6][C:5]([C:8]2[N:9]([C:18]3[CH:23]=[CH:22][C:21]([O:24][CH3:25])=[CH:20][CH:19]=3)[CH:10]=[CH:11][C:12]=2[C:13]([O:15][CH2:16][CH3:17])=[O:14])=[C:4]([CH3:26])[CH:3]=1)(=[O:30])[NH2:28]. The catalyst class is: 3. (4) Reactant: [CH3:1][N:2]1[CH:6]=[C:5](B2OC(C)(C)C(C)(C)O2)[CH:4]=[C:3]1[C:16]([NH2:18])=[O:17].Cl[C:20]1[C:21]([CH2:41][OH:42])=[C:22]([N:26]2[CH:35]=[CH:34][C:33]3[C:28](=[C:29]([F:39])[CH:30]=[C:31]([CH:36]4[CH2:38][CH2:37]4)[CH:32]=3)[C:27]2=[O:40])[CH:23]=[CH:24][CH:25]=1.CC(C1C=C(C(C)C)C(C2C=CC=CC=2P(C2CCCCC2)C2CCCCC2)=C(C(C)C)C=1)C.[O-]P([O-])([O-])=O.[K+].[K+].[K+]. Product: [CH:36]1([C:31]2[CH:32]=[C:33]3[C:28](=[C:29]([F:39])[CH:30]=2)[C:27](=[O:40])[N:26]([C:22]2[C:21]([CH2:41][OH:42])=[C:20]([C:5]4[CH:4]=[C:3]([C:16]([NH2:18])=[O:17])[N:2]([CH3:1])[CH:6]=4)[CH:25]=[CH:24][CH:23]=2)[CH:35]=[CH:34]3)[CH2:38][CH2:37]1. The catalyst class is: 552. (5) Reactant: [S:1]1[CH:5]=[CH:4][CH:3]=[C:2]1[C:6]([NH:8][CH:9]([CH3:15])[C:10](OCC)=[O:11])=[O:7].[NH2:16][NH2:17]. Product: [NH:16]([C:10](=[O:11])[CH:9]([NH:8][C:6]([C:2]1[S:1][CH:5]=[CH:4][CH:3]=1)=[O:7])[CH3:15])[NH2:17]. The catalyst class is: 5. (6) Reactant: Cl.Cl.C([O:10][C:11]1[CH:20]=[C:19]2[C:14]([C:15]([NH:21][C:22]3[C:27]([Cl:28])=[CH:26][CH:25]=[C:24]4[O:29][CH2:30][O:31][C:23]=34)=[N:16][CH:17]=[N:18]2)=[CH:13][C:12]=1[O:32][CH3:33])C1C=CC=CC=1. Product: [Cl:28][C:27]1[C:22]([NH:21][C:15]2[C:14]3[C:19](=[CH:20][C:11]([OH:10])=[C:12]([O:32][CH3:33])[CH:13]=3)[N:18]=[CH:17][N:16]=2)=[C:23]2[O:31][CH2:30][O:29][C:24]2=[CH:25][CH:26]=1. The catalyst class is: 55. (7) Reactant: [NH2:1][C:2]1[CH:7]=[C:6]([Cl:8])[CH:5]=[CH:4][C:3]=1/[CH:9]=[CH:10]/[C:11]([OH:13])=[O:12].CCN(CC)CC.[C:21](O[C:21]([C:23]([F:26])([F:25])[F:24])=[O:22])([C:23]([F:26])([F:25])[F:24])=[O:22].Cl. Product: [Cl:8][C:6]1[CH:5]=[CH:4][C:3](/[CH:9]=[CH:10]/[C:11]([OH:13])=[O:12])=[C:2]([NH:1][C:21](=[O:22])[C:23]([F:26])([F:25])[F:24])[CH:7]=1. The catalyst class is: 2. (8) Reactant: [OH-].[Na+].C[O:4][C:5](=[O:44])[C:6]1[CH:11]=[CH:10][C:9]([CH2:12][CH2:13][S:14]([N:17]2[CH2:42][CH2:41][C:20]3([N:24]=[C:23]([C:25]4[CH:30]=[C:29]([C:31]([F:34])([F:33])[F:32])[CH:28]=[C:27]([O:35][CH2:36][CH2:37][CH:38]=[CH2:39])[CH:26]=4)[NH:22][C:21]3=[O:40])[CH2:19][CH2:18]2)(=[O:16])=[O:15])=[C:8]([CH3:43])[CH:7]=1. Product: [CH2:36]([O:35][C:27]1[CH:26]=[C:25]([C:23]2[NH:22][C:21](=[O:40])[C:20]3([CH2:41][CH2:42][N:17]([S:14]([CH2:13][CH2:12][C:9]4[CH:10]=[CH:11][C:6]([C:5]([OH:44])=[O:4])=[CH:7][C:8]=4[CH3:43])(=[O:16])=[O:15])[CH2:18][CH2:19]3)[N:24]=2)[CH:30]=[C:29]([C:31]([F:33])([F:34])[F:32])[CH:28]=1)[CH2:37][CH:38]=[CH2:39]. The catalyst class is: 5. (9) Reactant: Br[C:2]1[CH:3]=[CH:4][C:5]([C:8]2[CH:13]=[CH:12][C:11]([O:14][CH2:15][CH:16]3[CH2:21][CH2:20][N:19]([C:22]([O:24][C:25]([CH3:28])([CH3:27])[CH3:26])=[O:23])[CH2:18][CH2:17]3)=[CH:10][CH:9]=2)=[N:6][CH:7]=1.[Na+].[CH3:30][S:31]([O-:33])=[O:32].N1CCC[C@H]1C(O)=O.[OH-].[Na+]. Product: [CH3:30][S:31]([C:2]1[CH:3]=[CH:4][C:5]([C:8]2[CH:13]=[CH:12][C:11]([O:14][CH2:15][CH:16]3[CH2:21][CH2:20][N:19]([C:22]([O:24][C:25]([CH3:28])([CH3:27])[CH3:26])=[O:23])[CH2:18][CH2:17]3)=[CH:10][CH:9]=2)=[N:6][CH:7]=1)(=[O:33])=[O:32]. The catalyst class is: 16.